This data is from Reaction yield outcomes from USPTO patents with 853,638 reactions. The task is: Predict the reaction yield, written as a fraction of the theoretical maximum amount of product (1.0 means a 100% yield; for example, 0.34 means a 34% yield). (1) The reactants are COC(C1C=C(NS(C2C=CC(C)=CC=2)(=O)=O)C2C(=C(OCC3C=CC=CC=3)C=CC=2)N=1)=O.[CH3:34][O:35][C:36]([C:38]1[CH:47]=[C:46]([OH:48])[C:45]2[C:40](=[C:41]([N+:55]([O-])=O)[CH:42]=[C:43]([C:49]3[CH:54]=[CH:53][CH:52]=[CH:51][CH:50]=3)[CH:44]=2)[N:39]=1)=[O:37]. No catalyst specified. The product is [CH3:34][O:35][C:36]([C:38]1[CH:47]=[C:46]([OH:48])[C:45]2[C:40](=[C:41]([NH2:55])[CH:42]=[C:43]([C:49]3[CH:50]=[CH:51][CH:52]=[CH:53][CH:54]=3)[CH:44]=2)[N:39]=1)=[O:37]. The yield is 0.980. (2) The reactants are [Cl:1][C:2]1[C:7]([N+:8]([O-])=O)=[CH:6][CH:5]=[CH:4][N:3]=1.[CH:11]([Mg]Br)=[CH2:12]. The catalyst is C1COCC1. The product is [Cl:1][C:2]1[N:3]=[CH:4][CH:5]=[C:6]2[C:7]=1[NH:8][CH:12]=[CH:11]2. The yield is 0.310. (3) The reactants are [C:1]1([C:21]2[CH:26]=[CH:25][CH:24]=[CH:23][CH:22]=2)[CH:6]=[CH:5][C:4]([C:7]([N:9]2[CH2:13][C:12](=[N:14][O:15][CH3:16])[CH2:11][C@H:10]2[CH2:17][C:18]([OH:20])=O)=[O:8])=[CH:3][CH:2]=1.[NH:27]1[CH2:32][CH2:31][O:30][CH2:29][CH2:28]1. No catalyst specified. The product is [CH3:16][O:15][N:14]=[C:12]1[CH2:11][CH:10]([CH2:17][C:18]([N:27]2[CH2:32][CH2:31][O:30][CH2:29][CH2:28]2)=[O:20])[N:9]([C:7]([C:4]2[CH:3]=[CH:2][C:1]([C:21]3[CH:22]=[CH:23][CH:24]=[CH:25][CH:26]=3)=[CH:6][CH:5]=2)=[O:8])[CH2:13]1. The yield is 0.980. (4) The reactants are [CH3:1][C:2]1([C:9]2[CH:14]=[CH:13][C:12]([O:15][CH:16]([CH3:18])[CH3:17])=[CH:11][CH:10]=2)[NH:6][C:5](=[O:7])[NH:4][C:3]1=[O:8].C1(P(C2C=CC=CC=2)C2C=CC=CC=2)C=CC=CC=1.N(C(OCC)=O)=NC([O-])=O.[Si:48]([O:65][CH:66](O)[C:67]#[C:68][CH3:69])([C:61]([CH3:64])([CH3:63])[CH3:62])([C:55]1[CH:60]=[CH:59][CH:58]=[CH:57][CH:56]=1)[C:49]1[CH:54]=[CH:53][CH:52]=[CH:51][CH:50]=1. The catalyst is C1(C)C=CC=CC=1.O1CCCC1. The product is [Si:48]([O:65][CH2:66][C:67]#[C:68][CH2:69][N:4]1[C:3](=[O:8])[C:2]([CH3:1])([C:9]2[CH:14]=[CH:13][C:12]([O:15][CH:16]([CH3:18])[CH3:17])=[CH:11][CH:10]=2)[NH:6][C:5]1=[O:7])([C:61]([CH3:62])([CH3:63])[CH3:64])([C:55]1[CH:56]=[CH:57][CH:58]=[CH:59][CH:60]=1)[C:49]1[CH:54]=[CH:53][CH:52]=[CH:51][CH:50]=1. The yield is 0.550. (5) The reactants are B(Br)(Br)Br.C([O:12][C:13]1[CH:27]=[CH:26][C:16]2[C:17]([CH:20]3[CH2:25][CH2:24][CH2:23][CH2:22][CH2:21]3)=[N:18][S:19][C:15]=2[CH:14]=1)C1C=CC=CC=1.O. The catalyst is C(Cl)Cl. The product is [CH:20]1([C:17]2[C:16]3[CH:26]=[CH:27][C:13]([OH:12])=[CH:14][C:15]=3[S:19][N:18]=2)[CH2:21][CH2:22][CH2:23][CH2:24][CH2:25]1. The yield is 0.403. (6) The reactants are [CH3:1][O:2][C:3]1[CH:21]=[C:20]([C:22]([F:25])([F:24])[F:23])[CH:19]=[CH:18][C:4]=1[C:5]([NH:7][CH2:8][CH2:9][N:10]1[CH:14]=[C:13]([C:15]([OH:17])=O)[N:12]=[CH:11]1)=[O:6].C[NH3+].F[P-](F)(F)(F)(F)F.N1(OC(N(C)C)=[N+](C)C)[C:39]2[N:40]=[CH:41][CH:42]=[CH:43][C:38]=2[N:37]=N1.F[P-](F)(F)(F)(F)F.C(N([CH:65]([CH3:67])[CH3:66])CC)(C)C.[C:68](OC(NCCC1N=C(C([O-])=O)NN=1)=O)(C)(C)[CH3:69].[Na+]. The catalyst is CN(C)C(=O)C. The product is [C:39]([CH:38]([NH:37][C:15]([C:13]1[N:12]=[CH:11][N:10]([CH2:9][CH2:8][NH:7][C:5](=[O:6])[C:4]2[CH:18]=[CH:19][C:20]([C:22]([F:24])([F:25])[F:23])=[CH:21][C:3]=2[O:2][CH3:1])[CH:14]=1)=[O:17])[C:43]1[CH:69]=[CH:68][C:67]([CH2:65][CH3:66])=[CH:41][CH:42]=1)#[N:40]. The yield is 0.420.